Regression. Given a peptide amino acid sequence and an MHC pseudo amino acid sequence, predict their binding affinity value. This is MHC class I binding data. From a dataset of Peptide-MHC class I binding affinity with 185,985 pairs from IEDB/IMGT. (1) The peptide sequence is MVINGEQGT. The MHC is HLA-B27:03 with pseudo-sequence HLA-B27:03. The binding affinity (normalized) is 0.0847. (2) The peptide sequence is VLDEPSIGL. The MHC is HLA-A02:16 with pseudo-sequence HLA-A02:16. The binding affinity (normalized) is 1.00.